This data is from NCI-60 drug combinations with 297,098 pairs across 59 cell lines. The task is: Regression. Given two drug SMILES strings and cell line genomic features, predict the synergy score measuring deviation from expected non-interaction effect. Drug 1: C1=CC=C(C=C1)NC(=O)CCCCCCC(=O)NO. Drug 2: N.N.Cl[Pt+2]Cl. Cell line: CCRF-CEM. Synergy scores: CSS=82.0, Synergy_ZIP=2.72, Synergy_Bliss=2.25, Synergy_Loewe=2.20, Synergy_HSA=3.36.